Dataset: Full USPTO retrosynthesis dataset with 1.9M reactions from patents (1976-2016). Task: Predict the reactants needed to synthesize the given product. Given the product [CH2:21]([O:20][C:18]([N:13]1[C@H:14]([CH3:17])[CH2:15][CH2:16][C@@H:11]([C:9](=[O:8])[NH2:2])[C@@H:12]1[C:28]1[CH:33]=[CH:32][CH:31]=[CH:30][CH:29]=1)=[O:19])[C:22]1[CH:27]=[CH:26][CH:25]=[CH:24][CH:23]=1, predict the reactants needed to synthesize it. The reactants are: [Cl-].[NH4+:2].C[Al](C)C.C[O:8][C:9]([CH:11]1[CH2:16][CH2:15][CH:14]([CH3:17])[N:13]([C:18]([O:20][CH2:21][C:22]2[CH:27]=[CH:26][CH:25]=[CH:24][CH:23]=2)=[O:19])[CH:12]1[C:28]1[CH:33]=[CH:32][CH:31]=[CH:30][CH:29]=1)=O.